This data is from Full USPTO retrosynthesis dataset with 1.9M reactions from patents (1976-2016). The task is: Predict the reactants needed to synthesize the given product. (1) Given the product [ClH:22].[CH3:1][O:2][C:3](=[O:21])[C:4]1[CH:9]=[CH:8][CH:7]=[C:6]([CH2:10][CH2:11][CH2:12][NH2:13])[CH:5]=1, predict the reactants needed to synthesize it. The reactants are: [CH3:1][O:2][C:3](=[O:21])[C:4]1[CH:9]=[CH:8][CH:7]=[C:6]([CH2:10][CH2:11][CH2:12][NH:13]C(OC(C)(C)C)=O)[CH:5]=1.[ClH:22]. (2) Given the product [C:1]1([NH:7][C:8](=[O:9])[NH:10][C@@H:11]2[CH2:16][CH2:15][CH2:14][CH2:13][C@H:12]2[NH:17][C@H:18]2[CH2:23][CH2:22][CH2:21][N:20]([C:25]3[N:33]=[CH:32][CH:31]=[CH:30][C:26]=3[C:27]([NH2:29])=[O:28])[CH2:19]2)[CH:2]=[CH:3][CH:4]=[CH:5][CH:6]=1, predict the reactants needed to synthesize it. The reactants are: [C:1]1([NH:7][C:8]([NH:10][C@@H:11]2[CH2:16][CH2:15][CH2:14][CH2:13][C@H:12]2[NH:17][CH:18]2[CH2:23][CH2:22][CH2:21][NH:20][CH2:19]2)=[O:9])[CH:6]=[CH:5][CH:4]=[CH:3][CH:2]=1.Cl[C:25]1[N:33]=[CH:32][CH:31]=[CH:30][C:26]=1[C:27]([NH2:29])=[O:28].